The task is: Predict the reactants needed to synthesize the given product.. This data is from Full USPTO retrosynthesis dataset with 1.9M reactions from patents (1976-2016). (1) Given the product [CH2:6]=[CH:1][CH:2]=[CH2:3].[C:24](#[N:27])[CH:25]=[CH2:26].[C:28]([O:35][CH2:36][CH2:37][CH2:38][CH3:39])(=[O:34])/[CH:29]=[CH:30]\[C:31]([O-:33])=[O:32], predict the reactants needed to synthesize it. The reactants are: [C:1]1(S(OCCCCCCCCCCCC)(=O)=O)[CH:6]=CC=[CH:3][CH:2]=1.[Na].[C:24](#[N:27])[CH:25]=[CH2:26].[C:28]([O:35][CH2:36][CH2:37][CH2:38][CH3:39])(=[O:34])/[CH:29]=[CH:30]\[C:31]([O-:33])=[O:32].C=CC=C.[O-]O.C1(C(C)C)C=CC=CC=1.C1(C=CC(O)=CC=1)O. (2) Given the product [C:16]1([C:2]2[NH:14][C:5]3[C:4]([CH:3]=2)=[CH:13][CH:12]=[C:11]2[CH:10]=[CH:9][CH:8]=[CH:7][C:6]=32)[CH:21]=[CH:20][CH:19]=[CH:18][CH:17]=1, predict the reactants needed to synthesize it. The reactants are: Br[C:2](Br)=[CH:3][C:4]1[CH:13]=[CH:12][C:11]2[C:6](=[CH:7][CH:8]=[CH:9][CH:10]=2)[C:5]=1[NH2:14].[C:16]1(B(O)O)[CH:21]=[CH:20][CH:19]=[CH:18][CH:17]=1.[O-]P([O-])([O-])=O.[K+].[K+].[K+].O.